This data is from Reaction yield outcomes from USPTO patents with 853,638 reactions. The task is: Predict the reaction yield, written as a fraction of the theoretical maximum amount of product (1.0 means a 100% yield; for example, 0.34 means a 34% yield). (1) The reactants are [CH3:1][O:2][C:3]1[CH:4]=[C:5]([NH2:11])[CH:6]=[CH:7][C:8]=1[O:9][CH3:10].[CH:12]([C:14]1[CH:22]=[CH:21][C:17]([C:18]([OH:20])=[O:19])=[CH:16][CH:15]=1)=O.C1([SiH3])C=CC=CC=1.CO. The catalyst is COCCOC.O. The product is [CH3:1][O:2][C:3]1[CH:4]=[C:5]([NH:11][CH2:12][C:14]2[CH:22]=[CH:21][C:17]([C:18]([OH:20])=[O:19])=[CH:16][CH:15]=2)[CH:6]=[CH:7][C:8]=1[O:9][CH3:10]. The yield is 0.790. (2) The reactants are [Cl:1][C:2]1[CH:7]=[CH:6][C:5]([C:8]2[C:16]3[C:11](=[CH:12][CH:13]=[C:14]([C:17]#[N:18])[CH:15]=3)[N:10](C3CCCCO3)[N:9]=2)=[CH:4][CH:3]=1.[N:25]([Sn](CCCC)(CCCC)CCCC)=[N+:26]=[N-:27].O1CCOCC1.Cl. The catalyst is C1(C)C=CC=CC=1. The product is [Cl:1][C:2]1[CH:3]=[CH:4][C:5]([C:8]2[C:16]3[C:11](=[CH:12][CH:13]=[C:14]([C:17]4[N:18]=[N:25][NH:26][N:27]=4)[CH:15]=3)[NH:10][N:9]=2)=[CH:6][CH:7]=1. The yield is 0.350. (3) The reactants are [Cl:1][C:2]1[CH:11]=[CH:10][C:5]([C:6]([O:8][CH3:9])=[O:7])=[C:4]([NH:12][CH2:13][CH2:14][CH2:15][OH:16])[C:3]=1[NH:17][C:18](=S)[NH:19][C:20]1[C:25]([Cl:26])=[CH:24][C:23]([Cl:27])=[CH:22][N:21]=1.Cl.C(N=C=NCCCN(C)C)C.C(N(CC)CC)C. The catalyst is O1CCCC1.C(=O)([O-])O.[Na+]. The product is [Cl:1][C:2]1[C:3]2[N:17]=[C:18]([NH:19][C:20]3[C:25]([Cl:26])=[CH:24][C:23]([Cl:27])=[CH:22][N:21]=3)[N:12]([CH2:13][CH2:14][CH2:15][OH:16])[C:4]=2[C:5]([C:6]([O:8][CH3:9])=[O:7])=[CH:10][CH:11]=1. The yield is 1.00. (4) The reactants are [Br:1][C:2]1[C:3]([CH3:17])=[N:4][C:5]([NH:15][NH2:16])=[CH:6][C:7]=1[C:8]1[CH:13]=[CH:12][C:11]([Cl:14])=[CH:10][CH:9]=1.BrC1C2N([C:33](=[O:36])NN=2)C(C)=CC=1C1C=CC(Cl)=CC=1. No catalyst specified. The product is [Br:1][C:2]1[C:7]([C:8]2[CH:9]=[CH:10][C:11]([Cl:14])=[CH:12][CH:13]=2)=[CH:6][C:5]2[N:4]([C:33](=[O:36])[NH:16][N:15]=2)[C:3]=1[CH3:17]. The yield is 0.960. (5) The reactants are C[C@@H]1O[C@@H](OC(C[C@H](CC(O[C@H](CC([O:36][C@@H:37]2[C@@H:44]([C:45]([OH:47])=[O:46])[N:43]([CH3:48])[C:41](=[O:42])[C@H:40]([C@H:49]([O:65][C@@H:66]3[O:70][C@H:69]([CH2:71][NH2:72])[C@@H:68]([OH:73])[C@H:67]3[OH:74])[C@H:50]3[O:54][C@@H:53]([N:55]4[C:61](=[O:62])[NH:60][C:58](=[O:59])[CH:57]=[CH:56]4)[C@H:52]([OH:63])[C@@H:51]3[OH:64])[N:39]([CH3:75])[CH2:38]2)=O)CCCCCCCCCCCC(C)C)=O)C)=O)[C@H](OC)[C@H](OC)[C@H]1OC.N. The catalyst is CN(C)C=O. The product is [CH3:75][N:39]1[C@@H:40]([C@H:49]([O:65][C@@H:66]2[O:70][C@H:69]([CH2:71][NH2:72])[C@@H:68]([OH:73])[C@H:67]2[OH:74])[C@H:50]2[O:54][C@@H:53]([N:55]3[C:61](=[O:62])[NH:60][C:58](=[O:59])[CH:57]=[CH:56]3)[C@H:52]([OH:63])[C@@H:51]2[OH:64])[C:41](=[O:42])[N:43]([CH3:48])[C@H:44]([C:45]([OH:47])=[O:46])[C@@H:37]([OH:36])[CH2:38]1. The yield is 0.990. (6) The reactants are [NH2:1][C:2]1[CH:19]=[CH:18][C:5]([O:6][C:7]2[C:12]3[N:13]=[CH:14][C:15](=[O:17])[NH:16][C:11]=3[N:10]=[CH:9][CH:8]=2)=[CH:4][C:3]=1[S:20][CH3:21].[Cl:22][C:23]1[CH:28]=[CH:27][C:26]([N:29]=[C:30]=[O:31])=[CH:25][C:24]=1[C:32]([F:35])([F:34])[F:33]. No catalyst specified. The product is [Cl:22][C:23]1[CH:28]=[CH:27][C:26]([NH:29][C:30]([NH:1][C:2]2[CH:19]=[CH:18][C:5]([O:6][C:7]3[C:12]4[N:13]=[CH:14][C:15](=[O:17])[NH:16][C:11]=4[N:10]=[CH:9][CH:8]=3)=[CH:4][C:3]=2[S:20][CH3:21])=[O:31])=[CH:25][C:24]=1[C:32]([F:33])([F:34])[F:35]. The yield is 0.920.